Task: Predict the reactants needed to synthesize the given product.. Dataset: Full USPTO retrosynthesis dataset with 1.9M reactions from patents (1976-2016) (1) Given the product [CH3:16][O:15][C:13]([NH:1][CH:2]([C:3]([CH3:6])([CH3:5])[CH3:4])[C:7]([OH:9])=[O:8])=[O:14], predict the reactants needed to synthesize it. The reactants are: [NH2:1][C@H:2]([C:7]([OH:9])=[O:8])[C:3]([CH3:6])([CH3:5])[CH3:4].[OH-].[Na+].Cl[C:13]([O:15][CH3:16])=[O:14]. (2) Given the product [CH2:21]1[O:30][C:29]2=[CH:28][C:27]3[CH:2]([C:4]4[CH:5]=[CH:6][CH:7]=[C:8]([O:10][CH3:11])[CH:9]=4)[C:16]4[C:17](=[O:20])[O:18][CH2:19][C:15]=4[NH:26][C:25]=3[CH:24]=[C:23]2[O:22]1, predict the reactants needed to synthesize it. The reactants are: C[C:2]([C:4]1[CH:9]=[C:8]([O:10][CH3:11])[CH:7]=[C:6](OC)[CH:5]=1)=O.O[C:15]1[CH2:19][O:18][C:17](=[O:20])[CH:16]=1.[CH2:21]1[O:30][C:29]2[CH:28]=[CH:27][C:25]([NH2:26])=[CH:24][C:23]=2[O:22]1. (3) The reactants are: [C:1]1([C:7]2[O:11][C:10]([C@H:12]3[CH2:17][CH2:16][C@H:15]([C:18]([O:20][CH3:21])=[O:19])[CH2:14][CH2:13]3)=[N:9][CH:8]=2)[CH:6]=[CH:5][CH:4]=[CH:3][CH:2]=1.[Br:22]N1C(=O)CCC1=O. Given the product [Br:22][C:8]1[N:9]=[C:10]([C@H:12]2[CH2:13][CH2:14][C@H:15]([C:18]([O:20][CH3:21])=[O:19])[CH2:16][CH2:17]2)[O:11][C:7]=1[C:1]1[CH:2]=[CH:3][CH:4]=[CH:5][CH:6]=1, predict the reactants needed to synthesize it. (4) Given the product [F:1][C:2]1[CH:3]=[C:4]2[C:8](=[CH:9][CH:10]=1)[N:7]([CH3:30])[CH:6]=[C:5]2[CH2:11][CH:12]1[CH2:27][N:16]2[CH2:17][CH2:18][N:19]([C:21]3[N:22]=[CH:23][CH:24]=[CH:25][N:26]=3)[CH2:20][CH:15]2[CH2:14][CH2:13]1, predict the reactants needed to synthesize it. The reactants are: [F:1][C:2]1[CH:3]=[C:4]2[C:8](=[CH:9][CH:10]=1)[NH:7][CH:6]=[C:5]2[CH2:11][CH:12]1[CH2:27][N:16]2[CH2:17][CH2:18][N:19]([C:21]3[N:26]=[CH:25][CH:24]=[CH:23][N:22]=3)[CH2:20][CH:15]2[CH2:14][CH2:13]1.[H-].[Na+].[CH3:30]I. (5) Given the product [F:42][C:43]1[CH:44]=[C:45]([NH:46][C:39]([CH:27]2[C:28]3[C:33](=[CH:32][C:31]([O:36][CH2:37][CH3:38])=[CH:30][CH:29]=3)[CH2:34][CH2:35][N:26]2[C:24]([O:23][C:19]([CH3:20])([CH3:22])[CH3:21])=[O:25])=[O:41])[CH:47]=[C:48]([F:56])[C:49]=1[C:50]([CH3:54])([CH3:55])[CH2:51][O:52][CH3:53], predict the reactants needed to synthesize it. The reactants are: C(P1(=O)OP(CCC)(=O)OP(CCC)(=O)O1)CC.[C:19]([O:23][C:24]([N:26]1[CH2:35][CH2:34][C:33]2[C:28](=[CH:29][CH:30]=[C:31]([O:36][CH2:37][CH3:38])[CH:32]=2)[CH:27]1[C:39]([OH:41])=O)=[O:25])([CH3:22])([CH3:21])[CH3:20].[F:42][C:43]1[CH:44]=[C:45]([CH:47]=[C:48]([F:56])[C:49]=1[C:50]([CH3:55])([CH3:54])[CH2:51][O:52][CH3:53])[NH2:46].CCN(C(C)C)C(C)C. (6) Given the product [F:18][C:19]([F:38])([F:37])[S:20]([O:1][C:2]1[CH2:3][CH2:4][C:5]([C:8]([O:10][CH2:11][CH3:12])=[O:9])([C:13]([O:15][CH2:16][CH3:17])=[O:14])[CH2:6][CH:7]=1)(=[O:22])=[O:21], predict the reactants needed to synthesize it. The reactants are: [O:1]=[C:2]1[CH2:7][CH2:6][C:5]([C:13]([O:15][CH2:16][CH3:17])=[O:14])([C:8]([O:10][CH2:11][CH3:12])=[O:9])[CH2:4][CH2:3]1.[F:18][C:19]([F:38])([F:37])[S:20](N(C1C=CC=CC=1)[S:20]([C:19]([F:38])([F:37])[F:18])(=[O:22])=[O:21])(=[O:22])=[O:21].C[Si]([N-][Si](C)(C)C)(C)C.[K+]. (7) Given the product [C:33]([NH:36][NH:37][C:8]([C:7]1[C:2]([NH2:1])=[N:3][CH:4]=[N:5][C:6]=1[NH:11][C@H:12]([C:15]1[N:24]([C:25]2[CH:26]=[CH:27][CH:28]=[CH:29][CH:30]=2)[C:23](=[O:31])[C:22]2[C:17](=[CH:18][CH:19]=[CH:20][C:21]=2[Cl:32])[N:16]=1)[CH2:13][CH3:14])=[O:10])(=[O:35])[CH3:34], predict the reactants needed to synthesize it. The reactants are: [NH2:1][C:2]1[C:7]([C:8]([OH:10])=O)=[C:6]([NH:11][C@@H:12]([C:15]2[N:24]([C:25]3[CH:30]=[CH:29][CH:28]=[CH:27][CH:26]=3)[C:23](=[O:31])[C:22]3[C:17](=[CH:18][CH:19]=[CH:20][C:21]=3[Cl:32])[N:16]=2)[CH2:13][CH3:14])[N:5]=[CH:4][N:3]=1.[C:33]([NH:36][NH2:37])(=[O:35])[CH3:34].CCN=C=NCCCN(C)C.C1C=NC2N(O)N=NC=2C=1. (8) Given the product [F:1][C:2]1[CH:38]=[CH:37][C:5]([CH2:6][C@@H:7]2[CH2:12][CH2:11][CH2:10][N:9]([C:13]([C@H:15]3[C@H:20]([NH:21][C:22]([NH:24][C:25]4[CH:30]=[CH:29][CH:28]=[C:27]([C:31]5[N:35]([CH3:36])[N:34]=[N:33][N:32]=5)[CH:26]=4)=[O:23])[CH2:19][CH2:18][N:17]([S:47]([CH3:46])(=[O:49])=[O:48])[CH2:16]3)=[O:14])[CH2:8]2)=[CH:4][CH:3]=1, predict the reactants needed to synthesize it. The reactants are: [F:1][C:2]1[CH:38]=[CH:37][C:5]([CH2:6][C@@H:7]2[CH2:12][CH2:11][CH2:10][N:9]([C:13]([C@H:15]3[C@H:20]([NH:21][C:22]([NH:24][C:25]4[CH:30]=[CH:29][CH:28]=[C:27]([C:31]5[N:35]([CH3:36])[N:34]=[N:33][N:32]=5)[CH:26]=4)=[O:23])[CH2:19][CH2:18][NH:17][CH2:16]3)=[O:14])[CH2:8]2)=[CH:4][CH:3]=1.C(N(CC)CC)C.[CH3:46][S:47](Cl)(=[O:49])=[O:48]. (9) Given the product [O:10]1[C:11]2[C:2]([C:29]3([OH:33])[CH2:32][CH2:31][CH2:30]3)=[CH:3][S:4][C:5]=2[CH2:6][NH:7][CH2:8][CH2:9]1, predict the reactants needed to synthesize it. The reactants are: Br[C:2]1[C:11]2[O:10][CH2:9][CH2:8][N:7](C(OC(C)(C)C)=O)[CH2:6][C:5]=2[S:4][CH:3]=1.CCOCC.C([Li])CCC.[C:29]1(=[O:33])[CH2:32][CH2:31][CH2:30]1.